Dataset: Full USPTO retrosynthesis dataset with 1.9M reactions from patents (1976-2016). Task: Predict the reactants needed to synthesize the given product. (1) Given the product [CH3:17][C:18]1([CH3:36])[C:26]2[C:21](=[CH:22][CH:23]=[C:24]([C:2]3[N:3]=[C:4]([N:7]4[CH2:12][CH2:11][CH:10]([NH:13][CH2:14][CH2:15][OH:16])[CH2:9][CH2:8]4)[S:5][CH:6]=3)[CH:25]=2)[CH2:20][CH2:19]1, predict the reactants needed to synthesize it. The reactants are: Br[C:2]1[N:3]=[C:4]([N:7]2[CH2:12][CH2:11][CH:10]([NH:13][CH2:14][CH2:15][OH:16])[CH2:9][CH2:8]2)[S:5][CH:6]=1.[CH3:17][C:18]1([CH3:36])[C:26]2[C:21](=[CH:22][CH:23]=[C:24](B3OC(C)(C)C(C)(C)O3)[CH:25]=2)[CH2:20][CH2:19]1.C(=O)([O-])[O-].[Na+].[Na+].O1CCOCC1. (2) Given the product [C:5]1([O:4][C:3](=[O:11])[NH:13][C:14]2[CH:19]=[CH:18][C:17]([S:20]([N:23]3[C:31]4[C:26](=[CH:27][C:28]([Cl:32])=[CH:29][CH:30]=4)[C:25]([C:34]4[CH:35]=[C:36]([C:37](=[O:38])[NH:39][CH2:40][C:41]5[CH:42]=[N:43][CH:44]=[CH:45][CH:46]=5)[CH:47]=[CH:48][C:49]=4[Cl:50])([CH3:33])[C:24]3=[O:51])(=[O:21])=[O:22])=[C:16]([O:52][CH3:53])[CH:15]=2)[CH:10]=[CH:9][CH:8]=[CH:7][CH:6]=1, predict the reactants needed to synthesize it. The reactants are: [OH-].[Na+].[C:3](Cl)(=[O:11])[O:4][C:5]1[CH:10]=[CH:9][CH:8]=[CH:7][CH:6]=1.[NH2:13][C:14]1[CH:19]=[CH:18][C:17]([S:20]([N:23]2[C:31]3[C:26](=[CH:27][C:28]([Cl:32])=[CH:29][CH:30]=3)[C:25]([C:34]3[CH:35]=[C:36]([CH:47]=[CH:48][C:49]=3[Cl:50])[C:37]([NH:39][CH2:40][C:41]3[CH:42]=[N:43][CH:44]=[CH:45][CH:46]=3)=[O:38])([CH3:33])[C:24]2=[O:51])(=[O:22])=[O:21])=[C:16]([O:52][CH3:53])[CH:15]=1.O. (3) Given the product [CH3:16][C:11]1[CH:12]=[C:13]([CH3:15])[CH:14]=[C:9]([CH3:8])[C:10]=1[NH:17][C:18]([NH:20][C:21]1[C:22]([C:31]([NH:33][C:34]2[CH:35]=[C:36]([CH:44]=[CH:45][CH:46]=2)[C:37]([OH:39])=[O:38])=[O:32])=[CH:23][C:24]2[C:29]([CH:30]=1)=[CH:28][CH:27]=[CH:26][CH:25]=2)=[O:19], predict the reactants needed to synthesize it. The reactants are: C(O)(C(F)(F)F)=O.[CH3:8][C:9]1[CH:14]=[C:13]([CH3:15])[CH:12]=[C:11]([CH3:16])[C:10]=1[NH:17][C:18]([NH:20][C:21]1[C:22]([C:31]([NH:33][C:34]2[CH:35]=[C:36]([CH:44]=[CH:45][CH:46]=2)[C:37]([O:39]C(C)(C)C)=[O:38])=[O:32])=[CH:23][C:24]2[C:29]([CH:30]=1)=[CH:28][CH:27]=[CH:26][CH:25]=2)=[O:19]. (4) Given the product [C:1]1([NH:11][C:12]2[C:20]3[C:19]4[CH2:21][N:22]([C:25](=[O:27])[CH3:26])[CH2:23][CH2:24][C:18]=4[NH:17][C:16]=3[N:15]=[CH:14][CH:13]=2)[C:10]2[C:5](=[CH:6][CH:7]=[CH:8][CH:9]=2)[CH:4]=[CH:3][CH:2]=1, predict the reactants needed to synthesize it. The reactants are: [C:1]1([NH:11][C:12]2[C:20]3[C:19]4[CH2:21][NH:22][CH2:23][CH2:24][C:18]=4[NH:17][C:16]=3[N:15]=[CH:14][CH:13]=2)[C:10]2[C:5](=[CH:6][CH:7]=[CH:8][CH:9]=2)[CH:4]=[CH:3][CH:2]=1.[C:25](OC(=O)C)(=[O:27])[CH3:26].C(N(CC)CC)C. (5) Given the product [N:1]1[S:5][N:4]=[C:3]2[C:6]([S:10]([NH:13][C:14]3[CH:22]=[C:21]([Cl:23])[C:20]([Cl:24])=[CH:19][C:15]=3[C:16]([NH:36][CH2:35][CH:34]([C:29]3[CH:30]=[CH:31][C:32]([Cl:33])=[C:27]([Cl:26])[CH:28]=3)[CH3:37])=[O:18])(=[O:11])=[O:12])=[CH:7][CH:8]=[CH:9][C:2]=12, predict the reactants needed to synthesize it. The reactants are: [N:1]1[S:5][N:4]=[C:3]2[C:6]([S:10]([NH:13][C:14]3[CH:22]=[C:21]([Cl:23])[C:20]([Cl:24])=[CH:19][C:15]=3[C:16]([OH:18])=O)(=[O:12])=[O:11])=[CH:7][CH:8]=[CH:9][C:2]=12.Cl.[Cl:26][C:27]1[CH:28]=[C:29]([CH:34]([CH3:37])[CH2:35][NH2:36])[CH:30]=[CH:31][C:32]=1[Cl:33].